This data is from Full USPTO retrosynthesis dataset with 1.9M reactions from patents (1976-2016). The task is: Predict the reactants needed to synthesize the given product. (1) Given the product [CH3:26][CH:6]1[CH2:5][C@H:4]2[C@H:8]([CH2:9][N:10]([C:11]([C:13]3[N:14]=[C:15]([CH3:25])[S:16][C:17]=3[C:18]3[CH:19]=[C:20]([CH3:24])[CH:21]=[CH:22][CH:23]=3)=[O:12])[C@@H:3]2[CH2:2][NH:1][C:36]([C:35]2[CH:34]=[CH:33][CH:32]=[C:31]3[O:27][CH:28]=[CH:29][C:30]=23)=[O:37])[CH2:7]1, predict the reactants needed to synthesize it. The reactants are: [NH2:1][CH2:2][C@H:3]1[N:10]([C:11]([C:13]2[N:14]=[C:15]([CH3:25])[S:16][C:17]=2[C:18]2[CH:19]=[C:20]([CH3:24])[CH:21]=[CH:22][CH:23]=2)=[O:12])[CH2:9][C@H:8]2[C@@H:4]1[CH2:5][CH:6]([CH3:26])[CH2:7]2.[O:27]1[C:31]2=[CH:32][CH:33]=[CH:34][C:35]([C:36](O)=[O:37])=[C:30]2[CH:29]=[CH:28]1. (2) Given the product [F:14][C:3]1[C:2]([OH:21])=[C:11]2[C:6]([CH:7]=[CH:8][C:9]([O:12][CH3:13])=[N:10]2)=[CH:5][CH:4]=1, predict the reactants needed to synthesize it. The reactants are: Br[C:2]1[C:3]([F:14])=[CH:4][CH:5]=[C:6]2[C:11]=1[N:10]=[C:9]([O:12][CH3:13])[CH:8]=[CH:7]2.C([Li])CCC.B(OC(C)C)(OC(C)C)[O:21]C(C)C.OO.